This data is from Merck oncology drug combination screen with 23,052 pairs across 39 cell lines. The task is: Regression. Given two drug SMILES strings and cell line genomic features, predict the synergy score measuring deviation from expected non-interaction effect. (1) Drug 1: C=CCn1c(=O)c2cnc(Nc3ccc(N4CCN(C)CC4)cc3)nc2n1-c1cccc(C(C)(C)O)n1. Drug 2: NC1CCCCC1N.O=C(O)C(=O)O.[Pt+2]. Cell line: HT29. Synergy scores: synergy=-5.46. (2) Drug 1: O=S1(=O)NC2(CN1CC(F)(F)F)C1CCC2Cc2cc(C=CCN3CCC(C(F)(F)F)CC3)ccc2C1. Synergy scores: synergy=19.9. Drug 2: NC(=O)c1cccc2cn(-c3ccc(C4CCCNC4)cc3)nc12. Cell line: RPMI7951. (3) Drug 1: COc1cc(C2c3cc4c(cc3C(OC3OC5COC(C)OC5C(O)C3O)C3COC(=O)C23)OCO4)cc(OC)c1O. Drug 2: Cn1nnc2c(C(N)=O)ncn2c1=O. Cell line: T47D. Synergy scores: synergy=-27.8. (4) Drug 2: Cn1c(=O)n(-c2ccc(C(C)(C)C#N)cc2)c2c3cc(-c4cnc5ccccc5c4)ccc3ncc21. Cell line: SW620. Synergy scores: synergy=-4.46. Drug 1: O=C(CCCCCCC(=O)Nc1ccccc1)NO. (5) Drug 1: COc1cc(C2c3cc4c(cc3C(OC3OC5COC(C)OC5C(O)C3O)C3COC(=O)C23)OCO4)cc(OC)c1O. Drug 2: CS(=O)(=O)CCNCc1ccc(-c2ccc3ncnc(Nc4ccc(OCc5cccc(F)c5)c(Cl)c4)c3c2)o1. Cell line: NCIH1650. Synergy scores: synergy=21.6. (6) Drug 1: CN1C(=O)C=CC2(C)C3CCC4(C)C(NC(=O)OCC(F)(F)F)CCC4C3CCC12. Drug 2: CCN(CC)CCNC(=O)c1c(C)[nH]c(C=C2C(=O)Nc3ccc(F)cc32)c1C. Cell line: NCIH23. Synergy scores: synergy=4.86. (7) Drug 1: COC12C(COC(N)=O)C3=C(C(=O)C(C)=C(N)C3=O)N1CC1NC12. Drug 2: CCN(CC)CCNC(=O)c1c(C)[nH]c(C=C2C(=O)Nc3ccc(F)cc32)c1C. Cell line: ES2. Synergy scores: synergy=7.16.